This data is from Full USPTO retrosynthesis dataset with 1.9M reactions from patents (1976-2016). The task is: Predict the reactants needed to synthesize the given product. Given the product [C:1]([O:5][C:6]([C:7]1([S:8]([C:11]2[CH:12]=[CH:13][C:14]([C:17]3[CH:22]=[CH:21][C:20]([CH2:23][CH2:24][C:25]([F:30])([F:31])[C:26]([F:28])([F:27])[F:29])=[CH:19][CH:18]=3)=[CH:15][CH:16]=2)(=[O:9])=[O:10])[CH2:41][CH2:40][N:36]([CH:33]2[CH2:35][CH2:34]2)[CH2:37][CH2:38]1)=[O:32])([CH3:4])([CH3:2])[CH3:3], predict the reactants needed to synthesize it. The reactants are: [C:1]([O:5][C:6](=[O:32])[CH2:7][S:8]([C:11]1[CH:16]=[CH:15][C:14]([C:17]2[CH:22]=[CH:21][C:20]([CH2:23][CH2:24][C:25]([F:31])([F:30])[C:26]([F:29])([F:28])[F:27])=[CH:19][CH:18]=2)=[CH:13][CH:12]=1)(=[O:10])=[O:9])([CH3:4])([CH3:3])[CH3:2].[CH:33]1([N:36]([CH2:40][CH2:41]Cl)[CH2:37][CH2:38]Cl)[CH2:35][CH2:34]1.C1OCCOCCOCCOCCOCCOC1.C(=O)([O-])[O-].[K+].[K+].